This data is from Peptide-MHC class II binding affinity with 134,281 pairs from IEDB. The task is: Regression. Given a peptide amino acid sequence and an MHC pseudo amino acid sequence, predict their binding affinity value. This is MHC class II binding data. (1) The binding affinity (normalized) is 0.212. The MHC is DRB1_0701 with pseudo-sequence DRB1_0701. The peptide sequence is SSNLSWLSLDVSAAF. (2) The peptide sequence is VDCRPFNGGESKLKA. The MHC is DRB1_1602 with pseudo-sequence DRB1_1602. The binding affinity (normalized) is 0.488.